Dataset: Forward reaction prediction with 1.9M reactions from USPTO patents (1976-2016). Task: Predict the product of the given reaction. (1) Given the reactants [CH3:1][NH:2][S:3]([C:6]1[CH:7]=[C:8]2[C:12](=[CH:13][CH:14]=1)[NH:11][C:10](=[O:15])[CH2:9]2)(=[O:5])=[O:4].[NH:16]1[C:24]2[C:19](=[CH:20][CH:21]=[CH:22][CH:23]=2)[CH:18]=[C:17]1[CH:25]=O, predict the reaction product. The product is: [CH3:1][NH:2][S:3]([C:6]1[CH:7]=[C:8]2[C:12](=[CH:13][CH:14]=1)[NH:11][C:10](=[O:15])[C:9]2=[CH:25][C:17]1[NH:16][C:24]2[C:19]([CH:18]=1)=[CH:20][CH:21]=[CH:22][CH:23]=2)(=[O:5])=[O:4]. (2) Given the reactants [F:1][C:2]1[CH:3]=[CH:4][C:5]([CH2:8][O:9][C:10]2[N:15]=[C:14]3[CH2:16][CH2:17][CH2:18][C:13]3=[C:12](B3OC(C)(C)C(C)(C)O3)[CH:11]=2)=[N:6][CH:7]=1.Cl[C:29]1[N:34]=[C:33]([CH2:35][OH:36])[CH:32]=[N:31][CH:30]=1.C(Cl)Cl.C(=O)([O-])[O-].[K+].[K+], predict the reaction product. The product is: [F:1][C:2]1[CH:3]=[CH:4][C:5]([CH2:8][O:9][C:10]2[N:15]=[C:14]3[CH2:16][CH2:17][CH2:18][C:13]3=[C:12]([C:29]3[N:34]=[C:33]([CH2:35][OH:36])[CH:32]=[N:31][CH:30]=3)[CH:11]=2)=[N:6][CH:7]=1.